From a dataset of Full USPTO retrosynthesis dataset with 1.9M reactions from patents (1976-2016). Predict the reactants needed to synthesize the given product. (1) The reactants are: [CH:1]1([C:4](=O)[CH2:5][C:6]#[N:7])[CH2:3][CH2:2]1.[NH2:9][C:10]1[CH:24]=[CH:23][CH:22]=[CH:21][C:11]=1[C:12]([C:14]1[CH:19]=[CH:18][C:17]([F:20])=[CH:16][CH:15]=1)=O. Given the product [CH:1]1([C:4]2[C:5]([C:6]#[N:7])=[C:12]([C:14]3[CH:19]=[CH:18][C:17]([F:20])=[CH:16][CH:15]=3)[C:11]3[C:10](=[CH:24][CH:23]=[CH:22][CH:21]=3)[N:9]=2)[CH2:3][CH2:2]1, predict the reactants needed to synthesize it. (2) Given the product [ClH:32].[CH3:1][N:2]([CH:19]1[CH2:24][CH2:23][NH:22][CH2:21][CH2:20]1)[C:3]([N:5]1[CH:9]=[C:8]([C:10]2[CH:15]=[CH:14][CH:13]=[C:12]([N+:16]([O-:18])=[O:17])[CH:11]=2)[N:7]=[CH:6]1)=[O:4], predict the reactants needed to synthesize it. The reactants are: [CH3:1][N:2]([CH:19]1[CH2:24][CH2:23][N:22](C(OC(C)(C)C)=O)[CH2:21][CH2:20]1)[C:3]([N:5]1[CH:9]=[C:8]([C:10]2[CH:15]=[CH:14][CH:13]=[C:12]([N+:16]([O-:18])=[O:17])[CH:11]=2)[N:7]=[CH:6]1)=[O:4].[ClH:32].C(OCC)C. (3) Given the product [CH3:23][CH2:22][CH2:21][CH2:20][CH:2]([OH:1])/[CH:3]=[CH:4]\[CH2:5]/[CH:6]=[CH:7]\[CH2:8]/[CH:9]=[CH:10]\[CH2:11]/[CH:12]=[CH:13]\[CH2:14][CH2:15][CH2:16][C:17]([OH:19])=[O:18], predict the reactants needed to synthesize it. The reactants are: [OH:1][CH:2]([CH2:20][CH2:21][CH2:22][CH3:23])[CH2:3][CH2:4][CH2:5][CH2:6][CH2:7][CH2:8][CH:9]=[CH:10][CH:11]=[CH:12][CH:13]=[CH:14][CH:15]=[CH:16][C:17]([OH:19])=[O:18].ON1C(=O)CCC1=O.C1(N=C=NC2CCCCC2)CCCCC1. (4) Given the product [NH2:8][C:9]1[N:18]=[C:17]([NH2:19])[C:16]2[C:11](=[CH:12][CH:13]=[C:14]([CH2:21][NH:22][C:23]3[CH:45]=[C:44]([O:46][CH3:47])[C:26]([O:27][CH2:28][C:29]([NH:31][C@H:32]([C:37]([OH:39])=[O:38])[CH2:33][CH:34]([CH3:36])[CH3:35])=[O:30])=[C:25]([O:48][CH3:49])[CH:24]=3)[C:15]=2[CH3:20])[N:10]=1, predict the reactants needed to synthesize it. The reactants are: Cl.O1CCOCC1.[NH2:8][C:9]1[N:18]=[C:17]([NH2:19])[C:16]2[C:11](=[CH:12][CH:13]=[C:14]([CH2:21][NH:22][C:23]3[CH:45]=[C:44]([O:46][CH3:47])[C:26]([O:27][CH2:28][C:29]([NH:31][C@H:32]([C:37]([O:39]C(C)(C)C)=[O:38])[CH2:33][CH:34]([CH3:36])[CH3:35])=[O:30])=[C:25]([O:48][CH3:49])[CH:24]=3)[C:15]=2[CH3:20])[N:10]=1. (5) Given the product [NH2:1][C:2]1[N:10]=[CH:9][C:8]([Br:11])=[CH:7][C:3]=1[C:4]([NH:12][C:13]1[CH:14]=[N:15][CH:16]=[CH:17][CH:18]=1)=[O:6], predict the reactants needed to synthesize it. The reactants are: [NH2:1][C:2]1[N:10]=[CH:9][C:8]([Br:11])=[CH:7][C:3]=1[C:4]([OH:6])=O.[NH2:12][C:13]1[CH:14]=[N:15][CH:16]=[CH:17][CH:18]=1.C(N=C=NC(C)C)(C)C.O.ON1C2C=CC=CC=2N=N1.CN1CCOCC1. (6) Given the product [C:24]([C:22]1[C:21]([O:27][CH2:1][C:2]2[CH:7]=[CH:6][CH:5]=[CH:4][CH:3]=2)=[CH:20][C:19]([O:28][CH2:1][C:2]2[CH:7]=[CH:6][CH:5]=[CH:4][CH:3]=2)=[C:18]([CH:23]=1)[C:17]([O:16][CH3:15])=[O:29])(=[O:26])[CH3:25], predict the reactants needed to synthesize it. The reactants are: [CH2:1](Br)[C:2]1[CH:7]=[CH:6][CH:5]=[CH:4][CH:3]=1.C(=O)([O-])[O-].[K+].[K+].[CH3:15][O:16][C:17](=[O:29])[C:18]1[CH:23]=[C:22]([C:24](=[O:26])[CH3:25])[C:21]([OH:27])=[CH:20][C:19]=1[OH:28].